Dataset: Peptide-MHC class I binding affinity with 185,985 pairs from IEDB/IMGT. Task: Regression. Given a peptide amino acid sequence and an MHC pseudo amino acid sequence, predict their binding affinity value. This is MHC class I binding data. The peptide sequence is IVHVDHECF. The MHC is HLA-B08:01 with pseudo-sequence HLA-B08:01. The binding affinity (normalized) is 0.0847.